From a dataset of Full USPTO retrosynthesis dataset with 1.9M reactions from patents (1976-2016). Predict the reactants needed to synthesize the given product. (1) Given the product [NH2:1][N:2]1[C:10]2[C:6]([N:7]3[N:13]([CH2:14][CH:15]4[CH2:17][CH2:16]4)[C:12](=[O:18])[N:11]([CH2:19][CH2:20][N:21]4[CH:25]=[C:24]([C:26]([OH:28])=[O:27])[CH:23]=[N:22]4)[CH:8]3[N:9]=2)=[C:5]([C:31]2[O:32][CH:33]=[CH:34][CH:35]=2)[N:4]=[CH:3]1, predict the reactants needed to synthesize it. The reactants are: [NH2:1][N:2]1[C:10]2[C:6]([N:7]3[N:13]([CH2:14][CH:15]4[CH2:17][CH2:16]4)[C:12](=[O:18])[N:11]([CH2:19][CH2:20][N:21]4[CH:25]=[C:24]([C:26]([O:28]CC)=[O:27])[CH:23]=[N:22]4)[CH:8]3[N:9]=2)=[C:5]([C:31]2[O:32][CH:33]=[CH:34][CH:35]=2)[N:4]=[CH:3]1.[OH-].[Li+]. (2) Given the product [CH2:1]([N:4]1[C:12]2[C:7](=[CH:8][CH:9]=[CH:10][C:11]=2[C:13]([F:16])([F:15])[F:14])[C:6]([C:17]2[CH:22]=[CH:21][C:20]([OH:23])=[CH:19][C:18]=2[OH:25])=[N:5]1)[CH:2]=[CH2:3], predict the reactants needed to synthesize it. The reactants are: [CH2:1]([N:4]1[C:12]2[C:7](=[CH:8][CH:9]=[CH:10][C:11]=2[C:13]([F:16])([F:15])[F:14])[C:6]([C:17]2[CH:22]=[CH:21][C:20]([O:23]C)=[CH:19][C:18]=2[O:25]C)=[N:5]1)[CH:2]=[CH2:3].C1CCCCC=1.B(Br)(Br)Br.O. (3) The reactants are: [C:1]([C:3]1[CH:4]=[N:5][C:6]2[C:11]([CH:12]=1)=[CH:10][C:9]([O:13][CH:14]([S:24][CH3:25])[C:15]([NH:17][C:18]1([CH:22]=[O:23])[CH2:21][CH2:20][CH2:19]1)=[O:16])=[CH:8][CH:7]=2)#[CH:2].C1(C)C=CC=CC=1.C1C[O:36][CH2:35]C1.[C:38]([O-])(O)=O.[Na+]. Given the product [CH3:38][O:23][CH:22]([O:36][CH3:35])[C:18]1([NH:17][C:15](=[O:16])[CH:14]([O:13][C:9]2[CH:10]=[C:11]3[C:6](=[CH:7][CH:8]=2)[N:5]=[CH:4][C:3]([C:1]#[CH:2])=[CH:12]3)[S:24][CH3:25])[CH2:21][CH2:20][CH2:19]1, predict the reactants needed to synthesize it. (4) Given the product [F:25][C:26]([F:39])([F:38])[S:27]([O:17][C:5]1[C:6]2[C:11](=[CH:10][CH:9]=[CH:8][CH:7]=2)[C:12]([N+:14]([O-:16])=[O:15])=[CH:13][C:4]=1[N+:1]([O-:3])=[O:2])(=[O:29])=[O:28], predict the reactants needed to synthesize it. The reactants are: [N+:1]([C:4]1[CH:13]=[C:12]([N+:14]([O-:16])=[O:15])[C:11]2[C:6](=[CH:7][CH:8]=[CH:9][CH:10]=2)[C:5]=1[OH:17])([O-:3])=[O:2].CCN(CC)CC.[F:25][C:26]([F:39])([F:38])[S:27](O[S:27]([C:26]([F:39])([F:38])[F:25])(=[O:29])=[O:28])(=[O:29])=[O:28].Cl.